Dataset: Full USPTO retrosynthesis dataset with 1.9M reactions from patents (1976-2016). Task: Predict the reactants needed to synthesize the given product. (1) Given the product [C:31]([NH:30][C:26]1[CH:25]=[C:24]([CH:21]2[CH2:22][CH2:23][N:18]([CH2:17][CH2:16][CH2:15][NH:14][C:11]([C:8]3([C:5]4[CH:4]=[CH:3][C:2]([Cl:1])=[CH:7][CH:6]=4)[CH2:9][CH2:10]3)=[O:13])[CH2:19][CH2:20]2)[CH:29]=[CH:28][CH:27]=1)(=[O:35])[CH2:32][CH2:33][CH3:34], predict the reactants needed to synthesize it. The reactants are: [Cl:1][C:2]1[CH:7]=[CH:6][C:5]([C:8]2([C:11]([OH:13])=O)[CH2:10][CH2:9]2)=[CH:4][CH:3]=1.[NH2:14][CH2:15][CH2:16][CH2:17][N:18]1[CH2:23][CH2:22][CH:21]([C:24]2[CH:25]=[C:26]([NH:30][C:31](=[O:35])[CH2:32][CH2:33][CH3:34])[CH:27]=[CH:28][CH:29]=2)[CH2:20][CH2:19]1. (2) Given the product [CH2:37]([O:39][C:40](=[O:50])[C:41]#[C:42][C:43]1[CH:48]=[CH:47][C:46]([C:25]2[CH:26]=[CH:27][C:22]([C:5]3[O:4][N:3]=[C:2]([CH3:1])[C:6]=3[NH:7][CH:8]([CH3:21])[CH2:9][CH2:10][C:11]3[CH:16]=[CH:15][CH:14]=[C:13]([C:17]([F:19])([F:20])[F:18])[CH:12]=3)=[CH:23][CH:24]=2)=[CH:45][CH:44]=1)[CH3:38], predict the reactants needed to synthesize it. The reactants are: [CH3:1][C:2]1[C:6]([NH:7][CH:8]([CH3:21])[CH2:9][CH2:10][C:11]2[CH:16]=[CH:15][CH:14]=[C:13]([C:17]([F:20])([F:19])[F:18])[CH:12]=2)=[C:5]([C:22]2[CH:27]=[CH:26][C:25](B3OC(C)(C)C(C)(C)O3)=[CH:24][CH:23]=2)[O:4][N:3]=1.[CH2:37]([O:39][C:40](=[O:50])[C:41]#[C:42][C:43]1[CH:48]=[CH:47][C:46](Br)=[CH:45][CH:44]=1)[CH3:38]. (3) The reactants are: [Cl:1][CH2:2][C:3]1[CH:8]=[CH:7][C:6]([CH2:9][OH:10])=[CH:5][CH:4]=1. Given the product [Cl:1][CH2:2][C:3]1[CH:8]=[CH:7][C:6]([CH:9]=[O:10])=[CH:5][CH:4]=1, predict the reactants needed to synthesize it. (4) Given the product [OH:40][C@@H:37]([CH2:38][OH:39])[CH2:36][NH:35][C:2]1[N:3]=[C:4]([N:13]2[CH2:18][CH2:17][N:16]([C:19]([O:21][C:22]([CH3:24])([CH3:25])[CH3:23])=[O:20])[CH2:15][CH2:14]2)[C:5]2[CH:10]=[C:9]([CH2:11][CH3:12])[S:8][C:6]=2[N:7]=1, predict the reactants needed to synthesize it. The reactants are: Cl[C:2]1[N:3]=[C:4]([N:13]2[CH2:18][CH2:17][N:16]([C:19]([O:21][C:22]([CH3:25])([CH3:24])[CH3:23])=[O:20])[CH2:15][CH2:14]2)[C:5]2[CH:10]=[C:9]([CH2:11][CH3:12])[S:8][C:6]=2[N:7]=1.CCN(C(C)C)C(C)C.[NH2:35][CH2:36][C@@H:37]([OH:40])[CH2:38][OH:39].